The task is: Predict the product of the given reaction.. This data is from Forward reaction prediction with 1.9M reactions from USPTO patents (1976-2016). (1) Given the reactants [CH3:1][C:2]([CH3:9])([C:6]([O-])=O)[C:3]([O-])=O.[Na+].[Na+].[CH3:12][N:13]1[C:17](=O)[CH2:16][CH2:15][CH2:14]1.[CH3:19][N:20]([CH:22]=[O:23])[CH3:21], predict the reaction product. The product is: [N:13]1[C:6]2[CH2:19][NH:20][C:22](=[O:23])[CH2:3][C:2]=2[CH:9]=[CH:15][CH:14]=1.[N:13]1[C:12]2[CH2:22][NH:20][CH2:21][CH2:1][C:17]=2[CH:16]=[CH:15][CH:14]=1. (2) Given the reactants [CH3:1][N:2]1[C:10]2[C:5](=[CH:6][CH:7]=[C:8]([C:11]([O-])=[O:12])[CH:9]=2)[C:4]([N:14]2[CH2:19][CH2:18][N:17]([CH3:20])[CH2:16][CH2:15]2)=[N:3]1.[Li+].C(Cl)CCl.C1C=CC2N(O)N=NC=2C=1.CCN(CC)CC.[F:43][C:44]([F:55])([F:54])[O:45][C:46]1[CH:53]=[CH:52][C:49]([CH2:50][NH2:51])=[CH:48][CH:47]=1, predict the reaction product. The product is: [F:43][C:44]([F:54])([F:55])[O:45][C:46]1[CH:53]=[CH:52][C:49]([CH2:50][NH:51][C:11]([C:8]2[CH:9]=[C:10]3[C:5]([C:4]([N:14]4[CH2:19][CH2:18][N:17]([CH3:20])[CH2:16][CH2:15]4)=[N:3][N:2]3[CH3:1])=[CH:6][CH:7]=2)=[O:12])=[CH:48][CH:47]=1. (3) The product is: [F:7][C:8]1([CH:20]([CH3:24])[C:21]([Cl:4])=[O:22])[CH2:13][CH:12]=[CH:11][CH:10]=[C:9]1[C:14]1[CH:19]=[CH:18][CH:17]=[CH:16][CH:15]=1. Given the reactants C(Cl)(=O)C([Cl:4])=O.[F:7][C:8]1([CH:20]([CH3:24])[C:21](O)=[O:22])[CH2:13][CH:12]=[CH:11][CH:10]=[C:9]1[C:14]1[CH:19]=[CH:18][CH:17]=[CH:16][CH:15]=1, predict the reaction product. (4) Given the reactants [CH2:1]([O:8][C:9]1[CH:17]=[C:16]([C:18]([F:21])([F:20])[F:19])[CH:15]=[C:14]([O:22][CH3:23])[C:10]=1[C:11]([OH:13])=[O:12])[C:2]1[CH:7]=[CH:6][CH:5]=[CH:4][CH:3]=1.[C:24](=O)([O-])[O-].[K+].[K+].CI.O, predict the reaction product. The product is: [CH3:24][O:12][C:11](=[O:13])[C:10]1[C:14]([O:22][CH3:23])=[CH:15][C:16]([C:18]([F:19])([F:20])[F:21])=[CH:17][C:9]=1[O:8][CH2:1][C:2]1[CH:3]=[CH:4][CH:5]=[CH:6][CH:7]=1. (5) Given the reactants [NH2:1][CH:2]1[C:8](=[O:9])[N:7]([CH3:10])[C:6]2[CH:11]=[CH:12][CH:13]=[CH:14][C:5]=2[C:4]([N:15]2[CH2:20][CH2:19][O:18][CH2:17][CH2:16]2)=[N:3]1.[Cl:21][C:22]1[CH:23]=[C:24]([CH2:29][C@@H:30]([C:34]2[CH:39]=[CH:38][CH:37]=[CH:36][CH:35]=2)[C:31](O)=[O:32])[CH:25]=[CH:26][C:27]=1[Cl:28], predict the reaction product. The product is: [Cl:21][C:22]1[CH:23]=[C:24]([CH2:29][C@@H:30]([C:34]2[CH:35]=[CH:36][CH:37]=[CH:38][CH:39]=2)[C:31]([NH:1][CH:2]2[C:8](=[O:9])[N:7]([CH3:10])[C:6]3[CH:11]=[CH:12][CH:13]=[CH:14][C:5]=3[C:4]([N:15]3[CH2:20][CH2:19][O:18][CH2:17][CH2:16]3)=[N:3]2)=[O:32])[CH:25]=[CH:26][C:27]=1[Cl:28].